From a dataset of Peptide-MHC class I binding affinity with 185,985 pairs from IEDB/IMGT. Regression. Given a peptide amino acid sequence and an MHC pseudo amino acid sequence, predict their binding affinity value. This is MHC class I binding data. (1) The peptide sequence is LTDEDKQNQ. The MHC is HLA-B58:01 with pseudo-sequence HLA-B58:01. The binding affinity (normalized) is 0.0847. (2) The peptide sequence is GVYKFFIAR. The MHC is HLA-A03:01 with pseudo-sequence HLA-A03:01. The binding affinity (normalized) is 0.508. (3) The binding affinity (normalized) is 0.127. The peptide sequence is VQGPVGTDF. The MHC is HLA-A29:02 with pseudo-sequence HLA-A29:02. (4) The peptide sequence is ALSTNHGHK. The MHC is HLA-A31:01 with pseudo-sequence HLA-A31:01. The binding affinity (normalized) is 0.159. (5) The peptide sequence is KVHEGYEEF. The MHC is HLA-A23:01 with pseudo-sequence HLA-A23:01. The binding affinity (normalized) is 0. (6) The peptide sequence is KDAIKEVKQTI. The MHC is Mamu-A11 with pseudo-sequence Mamu-A11. The binding affinity (normalized) is 0.143.